This data is from Peptide-MHC class II binding affinity with 134,281 pairs from IEDB. The task is: Regression. Given a peptide amino acid sequence and an MHC pseudo amino acid sequence, predict their binding affinity value. This is MHC class II binding data. (1) The peptide sequence is EKKYGAATQFEPLAA. The MHC is DRB1_1602 with pseudo-sequence DRB1_1602. The binding affinity (normalized) is 0.381. (2) The peptide sequence is GTSDEFPHSNGEIED. The MHC is DRB1_0801 with pseudo-sequence DRB1_0801. The binding affinity (normalized) is 0. (3) The peptide sequence is GNFERISGDLKTQID. The MHC is DRB1_1101 with pseudo-sequence DRB1_1101. The binding affinity (normalized) is 0.371. (4) The peptide sequence is HFFLFLLYILFLVKM. The MHC is DRB5_0101 with pseudo-sequence DRB5_0101. The binding affinity (normalized) is 0.148. (5) The peptide sequence is LQSLWANFYELLADA. The MHC is DRB1_0404 with pseudo-sequence DRB1_0404. The binding affinity (normalized) is 0.318. (6) The peptide sequence is MMGKREKKLSEFGKA. The MHC is DRB1_0901 with pseudo-sequence DRB1_0901. The binding affinity (normalized) is 0.449. (7) The peptide sequence is GATDVDGMAWFTPVG. The MHC is DRB1_0802 with pseudo-sequence DRB1_0802. The binding affinity (normalized) is 0.443.